From a dataset of Forward reaction prediction with 1.9M reactions from USPTO patents (1976-2016). Predict the product of the given reaction. (1) Given the reactants [Cl:8][C:7]([F:10])([F:9])[C:6](O[C:6](=[O:11])[C:7]([F:10])([F:9])[Cl:8])=[O:11].[NH2:14][C:15]1[N:20]=[C:19]([C:21]#[C:22][C:23]2[C:24]([NH:29][C:30]3[CH:35]=[CH:34][C:33]([O:36][CH2:37][C:38]4[CH:43]=[CH:42][CH:41]=[C:40]([F:44])[CH:39]=4)=[C:32]([Cl:45])[CH:31]=3)=[N:25][CH:26]=[N:27][CH:28]=2)[CH:18]=[CH:17][CH:16]=1.C([O-])(O)=O.[Na+], predict the reaction product. The product is: [Cl:8][C:7]([F:9])([F:10])[C:6]([NH:14][C:15]1[CH:16]=[CH:17][CH:18]=[C:19]([C:21]#[C:22][C:23]2[C:24]([NH:29][C:30]3[CH:35]=[CH:34][C:33]([O:36][CH2:37][C:38]4[CH:43]=[CH:42][CH:41]=[C:40]([F:44])[CH:39]=4)=[C:32]([Cl:45])[CH:31]=3)=[N:25][CH:26]=[N:27][CH:28]=2)[N:20]=1)=[O:11]. (2) The product is: [CH3:1][O:2][C:3]1[CH:19]=[CH:18][C:6]2[N:7]=[C:8]([NH:10][C:11]3[O:33][C:16]4([CH2:37][N:36]5[CH2:38][CH:21]4[CH2:20][CH2:22][CH2:35]5)[CH2:17][N:13]=3)[S:9][C:5]=2[CH:4]=1. Given the reactants [CH3:1][O:2][C:3]1[CH:19]=[CH:18][C:6]2[N:7]=[C:8]([NH:10][C:11]([N:13]3[CH:17]=[CH:16]N=C3)=S)[S:9][C:5]=2[CH:4]=1.[CH:20](N=C=NC(C)C)([CH3:22])[CH3:21].C(Cl)(Cl)Cl.[OH2:33].Cl.[CH3:35][N:36]([CH:38]=O)[CH3:37], predict the reaction product. (3) Given the reactants Br[C:2]1[CH:3]=[CH:4][C:5]([C:37]#[C:38][C:39]2([OH:50])[CH2:42][N:41]([C:43]([O:45][C:46]([CH3:49])([CH3:48])[CH3:47])=[O:44])[CH2:40]2)=[N:6][C:7]=1[C@@H:8]([NH:18][C:19](=[O:36])[CH2:20][N:21]1[C:25]2[C:26]([F:31])([F:30])[C@@H:27]3[CH2:29][C@@H:28]3[C:24]=2[C:23]([C:32]([F:35])([F:34])[F:33])=[N:22]1)[CH2:9][C:10]1[CH:15]=[C:14]([F:16])[CH:13]=[C:12]([F:17])[CH:11]=1.[CH3:51][N:52]1[C:60]2[C:55](=[CH:56][CH:57]=[CH:58][C:59]=2B2OC(C)(C)C(C)(C)O2)[C:54]([NH:70][S:71]([CH3:74])(=[O:73])=[O:72])=[N:53]1.C([O-])(O)=O.[Na+], predict the reaction product. The product is: [F:31][C:26]1([F:30])[C:25]2[N:21]([CH2:20][C:19]([NH:18][C@H:8]([C:7]3[N:6]=[C:5]([C:37]#[C:38][C:39]4([OH:50])[CH2:42][N:41]([C:43]([O:45][C:46]([CH3:47])([CH3:49])[CH3:48])=[O:44])[CH2:40]4)[CH:4]=[CH:3][C:2]=3[C:59]3[CH:58]=[CH:57][CH:56]=[C:55]4[C:60]=3[N:52]([CH3:51])[N:53]=[C:54]4[NH:70][S:71]([CH3:74])(=[O:73])=[O:72])[CH2:9][C:10]3[CH:11]=[C:12]([F:17])[CH:13]=[C:14]([F:16])[CH:15]=3)=[O:36])[N:22]=[C:23]([C:32]([F:34])([F:35])[F:33])[C:24]=2[C@H:28]2[CH2:29][C@@H:27]12. (4) Given the reactants Cl.[CH2:2]([O:9][C:10]1[CH:19]=[CH:18][CH:17]=[C:16]2[C:11]=1[CH2:12][CH2:13][CH2:14][CH:15]2[C:20]([N:22]([C:29]1[CH:30]=[N:31][C:32]([CH:35]([CH3:37])[CH3:36])=[CH:33][CH:34]=1)[CH2:23][C:24]1[CH:25]=[N:26][NH:27][CH:28]=1)=[O:21])[C:3]1[CH:8]=[CH:7][CH:6]=[CH:5][CH:4]=1.Cl[CH2:39][C:40]1[CH:41]=[N:42][C:43]([CH:46]([CH3:48])[CH3:47])=[CH:44][CH:45]=1, predict the reaction product. The product is: [CH2:2]([O:9][C:10]1[CH:19]=[CH:18][CH:17]=[C:16]2[C:11]=1[CH2:12][CH2:13][CH2:14][CH:15]2[C:20]([N:22]([C:29]1[CH:30]=[N:31][C:32]([CH:35]([CH3:37])[CH3:36])=[CH:33][CH:34]=1)[CH2:23][C:24]1[CH:25]=[N:26][N:27]([CH2:39][C:40]2[CH:41]=[N:42][C:43]([CH:46]([CH3:48])[CH3:47])=[CH:44][CH:45]=2)[CH:28]=1)=[O:21])[C:3]1[CH:8]=[CH:7][CH:6]=[CH:5][CH:4]=1. (5) Given the reactants [CH3:1][CH:2]1[CH2:7][CH2:6][CH2:5][CH2:4][CH:3]1[NH:8][C:9]1[C:10]2[N:11]([CH:18]=[C:19]([N+:21]([O-])=O)[CH:20]=2)[N:12]=[CH:13][C:14]=1[C:15]([NH2:17])=[O:16], predict the reaction product. The product is: [NH2:21][C:19]1[CH:20]=[C:10]2[C:9]([NH:8][CH:3]3[CH2:4][CH2:5][CH2:6][CH2:7][CH:2]3[CH3:1])=[C:14]([C:15]([NH2:17])=[O:16])[CH:13]=[N:12][N:11]2[CH:18]=1. (6) Given the reactants [NH:1]=[C:2]=N.[F:4][C:5]1[C:10]([F:11])=[CH:9][CH:8]=[CH:7][C:6]=1[NH:12][C:13]([NH:15][C:16]1[CH:21]=[CH:20][C:19]([Cl:22])=[C:18]([S:23]([N:26]([CH3:28])[CH3:27])(=[O:25])=[O:24])[C:17]=1[O:29][Si](C(C)(C)C)(C)C)=S.CS(Cl)(=O)=O.C([N:44](CC)CC)C, predict the reaction product. The product is: [Cl:22][C:19]1[CH:20]=[CH:21][C:16]([N:15]([C:2]#[N:1])[C:13]([NH:12][C:6]2[CH:7]=[CH:8][CH:9]=[C:10]([F:11])[C:5]=2[F:4])=[NH:44])=[C:17]([OH:29])[C:18]=1[S:23]([N:26]([CH3:28])[CH3:27])(=[O:25])=[O:24]. (7) Given the reactants [N+:1]([C:4]1[CH:5]=[CH:6][C:7]2[O:12][C@@:11]([CH3:18])([CH:13]([O:16][CH3:17])[O:14][CH3:15])[C@@H:10]3[O:19][C@@H:9]3[C:8]=2[CH:20]=1)([O-:3])=[O:2].[F:21][C:22]([F:38])([F:37])[O:23][C:24]1[CH:29]=[CH:28][C:27]([NH:30][CH2:31][C:32]2[NH:33][CH:34]=[CH:35][N:36]=2)=[CH:26][CH:25]=1, predict the reaction product. The product is: [N+:1]([C:4]1[CH:5]=[CH:6][C:7]2[O:12][C@@:11]([CH3:18])([CH:13]([O:16][CH3:17])[O:14][CH3:15])[C@H:10]([OH:19])[C@@H:9]([N:30]([C:27]3[CH:26]=[CH:25][C:24]([O:23][C:22]([F:38])([F:37])[F:21])=[CH:29][CH:28]=3)[CH2:31][C:32]3[NH:36][CH:35]=[CH:34][N:33]=3)[C:8]=2[CH:20]=1)([O-:3])=[O:2].